This data is from Forward reaction prediction with 1.9M reactions from USPTO patents (1976-2016). The task is: Predict the product of the given reaction. Given the reactants [Cl:1][C:2]1[CH:3]=[CH:4][C:5]([NH:8][C:9]([C:11]2[CH:16]=[C:15]([Cl:17])[CH:14]=[CH:13][C:12]=2[NH:18][C:19]([C:21]2[CH:26]=[CH:25][C:24]([S:27]([CH3:34])(=[N:29][C:30](=[O:33])[CH2:31]Cl)=[O:28])=[CH:23][CH:22]=2)=[O:20])=[O:10])=[N:6][CH:7]=1.[CH3:35][NH:36][CH3:37], predict the reaction product. The product is: [Cl:1][C:2]1[CH:3]=[CH:4][C:5]([NH:8][C:9]([C:11]2[CH:16]=[C:15]([Cl:17])[CH:14]=[CH:13][C:12]=2[NH:18][C:19]([C:21]2[CH:22]=[CH:23][C:24]([S:27]([CH3:34])(=[N:29][C:30](=[O:33])[CH2:31][N:36]([CH3:37])[CH3:35])=[O:28])=[CH:25][CH:26]=2)=[O:20])=[O:10])=[N:6][CH:7]=1.